From a dataset of TCR-epitope binding with 47,182 pairs between 192 epitopes and 23,139 TCRs. Binary Classification. Given a T-cell receptor sequence (or CDR3 region) and an epitope sequence, predict whether binding occurs between them. (1) The epitope is ELAGIGILTV. The TCR CDR3 sequence is CASSLWGDEGTDTQYF. Result: 1 (the TCR binds to the epitope). (2) The epitope is IQYIDIGNY. The TCR CDR3 sequence is CASSQGHRSTDTQYF. Result: 0 (the TCR does not bind to the epitope). (3) The epitope is TSDLATNNLVVMAY. The TCR CDR3 sequence is CASSYSNQETQYF. Result: 1 (the TCR binds to the epitope). (4) The epitope is SEVGPEHSLAEY. The TCR CDR3 sequence is CASSLTADGYTF. Result: 1 (the TCR binds to the epitope). (5) The epitope is VVYRGTTTY. The TCR CDR3 sequence is CSARDHEGSNYGYTF. Result: 0 (the TCR does not bind to the epitope).